This data is from Forward reaction prediction with 1.9M reactions from USPTO patents (1976-2016). The task is: Predict the product of the given reaction. (1) Given the reactants [CH3:1][C:2]1[O:6][N:5]=[C:4]([C:7]2[CH:12]=[CH:11][CH:10]=[CH:9][CH:8]=2)[C:3]=1[CH2:13][NH2:14].[CH3:15][O:16][C:17]([C:19]1[CH:24]=[N:23][C:22](Cl)=[CH:21][N:20]=1)=[O:18], predict the reaction product. The product is: [CH3:15][O:16][C:17]([C:19]1[CH:24]=[N:23][C:22]([NH:14][CH2:13][C:3]2[C:4]([C:7]3[CH:12]=[CH:11][CH:10]=[CH:9][CH:8]=3)=[N:5][O:6][C:2]=2[CH3:1])=[CH:21][N:20]=1)=[O:18]. (2) Given the reactants Br[C:2]1[CH:7]=[CH:6][C:5]([Br:8])=[CH:4][N:3]=1.[N:9]1([C:15]([O:17][C:18]([CH3:21])([CH3:20])[CH3:19])=[O:16])[CH2:14][CH2:13][NH:12][CH2:11][CH2:10]1.C(=O)([O-])[O-].[Na+].[Na+], predict the reaction product. The product is: [C:18]([O:17][C:15]([N:9]1[CH2:14][CH2:13][N:12]([C:2]2[CH:7]=[CH:6][C:5]([Br:8])=[CH:4][N:3]=2)[CH2:11][CH2:10]1)=[O:16])([CH3:21])([CH3:19])[CH3:20]. (3) The product is: [Cl:1][C:2]1[CH:30]=[CH:29][CH:28]=[C:27]([F:31])[C:3]=1[CH2:4][N:5]1[C:13]2[C:12](=[O:14])[N:11]([CH3:15])[C:10](=[O:16])[N:9]([CH3:17])[C:8]=2[N:7]=[C:6]1[N:18]1[CH2:23][CH2:22][CH2:21][CH:20]([C:24]([NH:32][CH2:33][CH2:34][OH:35])=[O:25])[CH2:19]1. Given the reactants [Cl:1][C:2]1[CH:30]=[CH:29][CH:28]=[C:27]([F:31])[C:3]=1[CH2:4][N:5]1[C:13]2[C:12](=[O:14])[N:11]([CH3:15])[C:10](=[O:16])[N:9]([CH3:17])[C:8]=2[N:7]=[C:6]1[N:18]1[CH2:23][CH2:22][CH2:21][CH:20]([C:24](O)=[O:25])[CH2:19]1.[NH2:32][CH2:33][CH2:34][OH:35].CCOC(C)=O.CO, predict the reaction product.